Predict the reactants needed to synthesize the given product. From a dataset of Full USPTO retrosynthesis dataset with 1.9M reactions from patents (1976-2016). (1) Given the product [CH2:14]([NH:21][C:22]([C:24]1[S:28][C:27]([NH:29][C:8](=[O:9])[C:7]2[CH:11]=[CH:12][CH:13]=[C:5]([S:2]([CH3:1])(=[O:4])=[O:3])[CH:6]=2)=[N:26][C:25]=1[CH3:30])=[O:23])[C:15]1[CH:20]=[CH:19][CH:18]=[CH:17][CH:16]=1, predict the reactants needed to synthesize it. The reactants are: [CH3:1][S:2]([C:5]1[CH:6]=[C:7]([CH:11]=[CH:12][CH:13]=1)[C:8](Cl)=[O:9])(=[O:4])=[O:3].[CH2:14]([NH:21][C:22]([C:24]1[S:28][C:27]([NH2:29])=[N:26][C:25]=1[CH3:30])=[O:23])[C:15]1[CH:20]=[CH:19][CH:18]=[CH:17][CH:16]=1. (2) Given the product [CH:5]1([NH:9][C:10](=[O:28])[NH:11][C:12]2[CH:13]=[CH:14][C:15]([C:18]3[S:22][C:21]([CH2:23][CH2:24][C:25]([OH:27])=[O:26])=[N:20][CH:19]=3)=[CH:16][CH:17]=2)[CH2:4][CH2:3][CH2:8][CH2:7][CH2:6]1, predict the reactants needed to synthesize it. The reactants are: FC(F)(F)[C:3]1[CH:4]=[C:5]([NH:9][C:10](=[O:28])[NH:11][C:12]2[CH:17]=[CH:16][C:15]([C:18]3[S:22][C:21]([CH2:23][CH2:24][C:25]([OH:27])=[O:26])=[N:20][CH:19]=3)=[CH:14][CH:13]=2)[CH:6]=[CH:7][CH:8]=1.C1(NC(=O)NC2C=CC(C3SC(CCC(OC)=O)=NC=3)=CC=2)CCCCC1. (3) Given the product [ClH:1].[CH3:7][O:8][C:9]1[CH:10]=[C:11]2[C:16](=[CH:17][CH:18]=1)[C:15]([O:19][C:20]1[CH:21]=[CH:22][C:23]([O:26][CH2:27][CH2:28][N:29]3[CH2:34][CH2:33][CH2:32][CH2:31][CH2:30]3)=[CH:24][CH:25]=1)=[C:14]([C:35]1[C:36]([C:40]#[N:41])=[CH:37][S:38][CH:39]=1)[CH:13]=[CH:12]2, predict the reactants needed to synthesize it. The reactants are: [ClH:1].CCOCC.[CH3:7][O:8][C:9]1[CH:10]=[C:11]2[C:16](=[CH:17][CH:18]=1)[C:15]([O:19][C:20]1[CH:25]=[CH:24][C:23]([O:26][CH2:27][CH2:28][N:29]3[CH2:34][CH2:33][CH2:32][CH2:31][CH2:30]3)=[CH:22][CH:21]=1)=[C:14]([C:35]1[C:36]([C:40]#[N:41])=[CH:37][S:38][CH:39]=1)[CH:13]=[CH:12]2. (4) Given the product [C:19]([O:22][C@@H:23]1[CH2:47][CH2:46][C@@:45]2([CH3:48])[C@H:25]([CH2:26][CH2:27][C@@H:28]3[C@@H:44]2[CH2:43][C@H:42]([OH:49])[C@@:41]2([CH3:50])[C@H:29]3[CH2:30][CH2:31][C@@H:32]2[C@H:33]([CH3:40])[CH2:34][CH2:35][C:36]([O:38][CH3:39])=[O:37])[CH2:24]1)(=[O:21])[CH3:20], predict the reactants needed to synthesize it. The reactants are: [H-].C(O[Al](OC(C)(C)C)OC(C)(C)C)(C)(C)C.[Li+].[C:19]([O:22][C@@H:23]1[CH2:47][CH2:46][C@@:45]2([CH3:48])[C@H:25]([CH2:26][CH2:27][C@@H:28]3[C@@H:44]2[CH2:43][C:42](=[O:49])[C@@:41]2([CH3:50])[C@H:29]3[CH2:30][CH2:31][C@@H:32]2[C@H:33]([CH3:40])[CH2:34][CH2:35][C:36]([O:38][CH3:39])=[O:37])[CH2:24]1)(=[O:21])[CH3:20]. (5) Given the product [CH2:1]([CH:9]1[CH2:14][NH:13][CH2:12][CH2:11][NH:10]1)[CH2:2][C:3]1[CH:4]=[CH:5][CH:6]=[CH:7][CH:8]=1, predict the reactants needed to synthesize it. The reactants are: [CH2:1]([CH:9]1[CH2:14][N:13](S(C2C=CC(C)=CC=2)(=O)=O)[CH2:12][CH2:11][N:10]1S(C1C=CC(C)=CC=1)(=O)=O)[CH2:2][C:3]1[CH:8]=[CH:7][CH:6]=[CH:5][CH:4]=1.C1C2C(=CC=CC=2)C=CC=1. (6) Given the product [NH2:27][CH2:26][C:25]1[CH:35]=[CH:36][C:22]([CH2:21][NH:20][C:12]2[C:13]3[C:18]([CH3:19])=[N:17][CH:16]=[N:15][C:14]=3[N:9]([O:8][CH2:1][C:2]3[CH:7]=[CH:6][CH:5]=[CH:4][CH:3]=3)[C:10](=[O:37])[CH:11]=2)=[CH:23][CH:24]=1, predict the reactants needed to synthesize it. The reactants are: [CH2:1]([O:8][N:9]1[C:14]2[N:15]=[CH:16][N:17]=[C:18]([CH3:19])[C:13]=2[C:12]([NH:20][CH2:21][C:22]2[CH:36]=[CH:35][C:25]([CH2:26][NH:27]C(=O)OC(C)(C)C)=[CH:24][CH:23]=2)=[CH:11][C:10]1=[O:37])[C:2]1[CH:7]=[CH:6][CH:5]=[CH:4][CH:3]=1.[OH-].[Na+].C(Cl)(Cl)Cl. (7) Given the product [CH3:14][C:15]1[CH:16]=[CH:17][C:18]([C:19]([O:21][C@H:22]2[CH2:26][C@H:25]([N:10]3[C:6]4[N:7]=[CH:8][N:9]=[C:4]([Cl:3])[C:5]=4[C:12]([I:13])=[CH:11]3)[O:24][C@@H:23]2[CH2:28][O:29][C:30](=[O:38])[C:31]2[CH:32]=[CH:33][C:34]([CH3:37])=[CH:35][CH:36]=2)=[O:20])=[CH:39][CH:40]=1, predict the reactants needed to synthesize it. The reactants are: [H-].[Na+].[Cl:3][C:4]1[C:5]2[C:12]([I:13])=[CH:11][NH:10][C:6]=2[N:7]=[CH:8][N:9]=1.[CH3:14][C:15]1[CH:40]=[CH:39][C:18]([C:19]([O:21][C@H:22]2[CH2:26][C@@H:25](Cl)[O:24][C@@H:23]2[CH2:28][O:29][C:30](=[O:38])[C:31]2[CH:36]=[CH:35][C:34]([CH3:37])=[CH:33][CH:32]=2)=[O:20])=[CH:17][CH:16]=1. (8) Given the product [CH3:1][O:2][C:3]([CH:4]1[CH:5]([C:6]2[CH:11]=[CH:10][CH:9]=[CH:8][C:7]=2[F:30])[CH2:18][N:17]([CH2:23][C:24]2[CH:29]=[CH:28][CH:27]=[CH:26][CH:25]=2)[CH2:16]1)=[O:13], predict the reactants needed to synthesize it. The reactants are: [CH3:1][O:2][C:3](=[O:13])/[CH:4]=[CH:5]\[C:6]1[CH:11]=[CH:10][C:9](F)=[CH:8][CH:7]=1.CO[CH2:16][N:17]([CH2:23][C:24]1[CH:29]=[CH:28][CH:27]=[CH:26][CH:25]=1)[CH2:18][Si](C)(C)C.[F:30]C(F)(F)C(O)=O.